The task is: Predict the product of the given reaction.. This data is from Forward reaction prediction with 1.9M reactions from USPTO patents (1976-2016). Given the reactants [C:1]([O:5][C:6]1[CH:13]=[CH:12][C:9]([CH:10]=[O:11])=[CH:8][C:7]=1[O:14][CH3:15])([CH3:4])([CH3:3])[CH3:2].[OH-].[K+].[O-:18][Mn](=O)(=O)=O.[K+], predict the reaction product. The product is: [C:1]([O:5][C:6]1[CH:13]=[CH:12][C:9]([C:10]([OH:18])=[O:11])=[CH:8][C:7]=1[O:14][CH3:15])([CH3:4])([CH3:3])[CH3:2].